Predict the product of the given reaction. From a dataset of Forward reaction prediction with 1.9M reactions from USPTO patents (1976-2016). (1) Given the reactants [Br:1][C:2]1[CH:3]=[N:4][C:5]2[N:6]([N:8]=[C:9]([C:11]([OH:13])=O)[CH:10]=2)[CH:7]=1.[CH3:14][CH:15]1[C:24]2[C:19](=[CH:20][CH:21]=[C:22]([CH3:25])[CH:23]=2)[CH2:18][CH2:17][NH:16]1, predict the reaction product. The product is: [Br:1][C:2]1[CH:3]=[N:4][C:5]2[N:6]([N:8]=[C:9]([C:11]([N:16]3[CH2:17][CH2:18][C:19]4[C:24](=[CH:23][C:22]([CH3:25])=[CH:21][CH:20]=4)[CH:15]3[CH3:14])=[O:13])[CH:10]=2)[CH:7]=1. (2) Given the reactants Cl.[NH2:2][CH2:3][C:4]1[CH:5]=[C:6]([C:10]2[CH:15]=[C:14]([C:16]3[NH:24][C:23]4[CH2:22][CH2:21][NH:20][C:19](=[O:25])[C:18]=4[CH:17]=3)[CH:13]=[CH:12][N:11]=2)[CH:7]=[CH:8][CH:9]=1.CN1CCOCC1.[Cl:33][CH2:34][C:35](Cl)=[O:36].[F:38][C:39]([F:44])([F:43])[C:40]([OH:42])=[O:41], predict the reaction product. The product is: [F:38][C:39]([F:44])([F:43])[C:40]([OH:42])=[O:41].[Cl:33][CH2:34][C:35]([NH:2][CH2:3][C:4]1[CH:9]=[CH:8][CH:7]=[C:6]([C:10]2[CH:15]=[C:14]([C:16]3[NH:24][C:23]4[CH2:22][CH2:21][NH:20][C:19](=[O:25])[C:18]=4[CH:17]=3)[CH:13]=[CH:12][N:11]=2)[CH:5]=1)=[O:36].